Task: Predict the reactants needed to synthesize the given product.. Dataset: Full USPTO retrosynthesis dataset with 1.9M reactions from patents (1976-2016) Given the product [ClH:29].[F:22][C:16]1[CH:15]=[C:14]([C@H:13]2[NH:8][C@@H:9]([CH2:23][CH2:24][CH2:25][C:26]([OH:28])=[O:27])[CH2:10][O:11][CH2:12]2)[CH:19]=[C:18]([F:20])[C:17]=1[F:21], predict the reactants needed to synthesize it. The reactants are: C(OC([N:8]1[C@H:13]([C:14]2[CH:19]=[C:18]([F:20])[C:17]([F:21])=[C:16]([F:22])[CH:15]=2)[CH2:12][O:11][CH2:10][C@@H:9]1[CH2:23][CH2:24][CH2:25][C:26]([OH:28])=[O:27])=O)(C)(C)C.[ClH:29].